From a dataset of Forward reaction prediction with 1.9M reactions from USPTO patents (1976-2016). Predict the product of the given reaction. (1) Given the reactants [Cl:1][C:2]1[C:3](=[O:17])[N:4]([C:9]2[CH:14]=[CH:13][C:12]([F:15])=[C:11]([Cl:16])[CH:10]=2)[N:5]([CH3:8])[C:6]=1[CH3:7].[Br:18]N1C(=O)CCC1=O, predict the reaction product. The product is: [Br:18][CH2:7][C:6]1[N:5]([CH3:8])[N:4]([C:9]2[CH:14]=[CH:13][C:12]([F:15])=[C:11]([Cl:16])[CH:10]=2)[C:3](=[O:17])[C:2]=1[Cl:1]. (2) Given the reactants [CH:1]([C:4]1[CH:25]=[CH:24][C:7]([C:8]([CH2:10][CH2:11][CH2:12][C:13](=O)[C:14]2[CH:19]=[CH:18][C:17]([CH:20]([CH3:22])[CH3:21])=[CH:16][CH:15]=2)=O)=[CH:6][CH:5]=1)([CH3:3])[CH3:2].Cl.[NH2:27]O.O.[OH-].[Na+], predict the reaction product. The product is: [CH:1]([C:4]1[CH:25]=[CH:24][C:7]([C:8]2[CH:10]=[CH:11][CH:12]=[C:13]([C:14]3[CH:19]=[CH:18][C:17]([CH:20]([CH3:22])[CH3:21])=[CH:16][CH:15]=3)[N:27]=2)=[CH:6][CH:5]=1)([CH3:3])[CH3:2]. (3) Given the reactants [OH:1][CH:2]1[C:6]2([CH2:11][CH2:10][N:9]([C:12]([O:14][C:15]([CH3:18])([CH3:17])[CH3:16])=[O:13])[CH2:8][CH2:7]2)[C:5](=[O:19])[N:4]([C:20]2[CH2:21][O:22][C:23](=[O:26])[C:24]=2[CH3:25])[CH2:3]1.I[CH3:28].[Al], predict the reaction product. The product is: [CH3:28][O:1][CH:2]1[C:6]2([CH2:11][CH2:10][N:9]([C:12]([O:14][C:15]([CH3:16])([CH3:17])[CH3:18])=[O:13])[CH2:8][CH2:7]2)[C:5](=[O:19])[N:4]([C:20]2[CH2:21][O:22][C:23](=[O:26])[C:24]=2[CH3:25])[CH2:3]1. (4) Given the reactants [O:1]1[C:5]2([CH2:10][CH2:9][CH:8]([N:11]3[C:16](=[O:17])[C:15]([CH2:18][C:19]4[CH:24]=[CH:23][C:22]([C:25]5[C:26]([C:31]#[N:32])=[CH:27][CH:28]=[CH:29][CH:30]=5)=[C:21]([O:33][CH3:34])[CH:20]=4)=[C:14]([CH2:35][CH2:36][CH3:37])[N:13]4[N:38]=[CH:39][CH:40]=[C:12]34)[CH2:7][CH2:6]2)[O:4][CH2:3][CH2:2]1.Cl.[OH-:42].[Na+].O1CC[CH2:46][CH2:45]1, predict the reaction product. The product is: [C:31]([C:26]1[CH:27]=[CH:28][CH:29]=[CH:30][C:25]=1[C:22]1[CH:23]=[CH:24][C:19]([CH2:18][C:15]2[C:16](=[O:17])[N:11]([C@H:8]3[CH2:7][CH2:6][C@H:5]([O:4][CH2:3][C:2]([O:1][CH2:45][CH3:46])=[O:42])[CH2:10][CH2:9]3)[C:12]3[N:13]([N:38]=[CH:39][CH:40]=3)[C:14]=2[CH2:35][CH2:36][CH3:37])=[CH:20][C:21]=1[O:33][CH3:34])#[N:32]. (5) Given the reactants I[C:2]1[N:3]=[C:4]([CH3:19])[N:5]([C:8]2[CH:13]=[N:12][N:11]([CH2:14][CH2:15][O:16][CH3:17])[C:10](=[O:18])[CH:9]=2)[C:6]=1[CH3:7].[Cl:20][C:21]1[CH:26]=[C:25]([C:27]#[C:28][Si](C)(C)C)[CH:24]=[CH:23][N:22]=1, predict the reaction product. The product is: [Cl:20][C:21]1[CH:26]=[C:25]([C:27]#[C:28][C:2]2[N:3]=[C:4]([CH3:19])[N:5]([C:8]3[CH:13]=[N:12][N:11]([CH2:14][CH2:15][O:16][CH3:17])[C:10](=[O:18])[CH:9]=3)[C:6]=2[CH3:7])[CH:24]=[CH:23][N:22]=1. (6) Given the reactants [Br:1][C:2]1[CH:11]=[CH:10][C:5]([O:6][CH2:7][CH2:8][OH:9])=[CH:4][CH:3]=1.[CH:12]1([CH2:15]Br)[CH2:14][CH2:13]1, predict the reaction product. The product is: [CH:12]1([CH2:15][O:9][CH2:8][CH2:7][O:6][C:5]2[CH:10]=[CH:11][C:2]([Br:1])=[CH:3][CH:4]=2)[CH2:14][CH2:13]1. (7) Given the reactants Cl[CH2:2][CH2:3][O:4][C:5]1[CH:10]=[CH:9][C:8]([C:11]([C:21]2[CH:26]=[CH:25][C:24]([OH:27])=[C:23]([F:28])[CH:22]=2)=[C:12]([C:15]2[CH:20]=[CH:19][CH:18]=[CH:17][CH:16]=2)[CH2:13][CH3:14])=[CH:7][CH:6]=1.[CH3:29][NH2:30], predict the reaction product. The product is: [F:28][C:23]1[CH:22]=[C:21]([C:11]([C:8]2[CH:9]=[CH:10][C:5]([O:4][CH2:3][CH2:2][NH:30][CH3:29])=[CH:6][CH:7]=2)=[C:12]([C:15]2[CH:20]=[CH:19][CH:18]=[CH:17][CH:16]=2)[CH2:13][CH3:14])[CH:26]=[CH:25][C:24]=1[OH:27]. (8) Given the reactants [CH2:1]([O:3][C:4]([C:6]1[CH:7]=[C:8]2[C:16](=[CH:17][CH:18]=1)[NH:15][C:14]1C(=O)[NH:12][CH2:11][CH2:10][C:9]2=1)=[O:5])C.[OH-].[Li+].Cl, predict the reaction product. The product is: [CH3:1][O:3][C:4]([C:6]1[CH:7]=[C:8]2[C:16](=[CH:17][CH:18]=1)[NH:15][CH:14]=[C:9]2[CH2:10][C:11]#[N:12])=[O:5]. (9) Given the reactants [Br:1][C:2]1[N:3]=[C:4]([O:9][CH3:10])[C:5]([NH2:8])=[N:6][CH:7]=1.[Cl:11][C:12]1[CH:17]=[C:16]([Cl:18])[CH:15]=[CH:14][C:13]=1[S:19](Cl)(=[O:21])=[O:20], predict the reaction product. The product is: [Br:1][C:2]1[N:3]=[C:4]([O:9][CH3:10])[C:5]([NH:8][S:19]([C:13]2[CH:14]=[CH:15][C:16]([Cl:18])=[CH:17][C:12]=2[Cl:11])(=[O:21])=[O:20])=[N:6][CH:7]=1.